From a dataset of Peptide-MHC class II binding affinity with 134,281 pairs from IEDB. Regression. Given a peptide amino acid sequence and an MHC pseudo amino acid sequence, predict their binding affinity value. This is MHC class II binding data. (1) The peptide sequence is GELQIVDKIDAQFKI. The MHC is DRB5_0101 with pseudo-sequence DRB5_0101. The binding affinity (normalized) is 0.700. (2) The peptide sequence is YSDRGWGNGCGLFGK. The MHC is HLA-DQA10501-DQB10402 with pseudo-sequence HLA-DQA10501-DQB10402. The binding affinity (normalized) is 0. (3) The binding affinity (normalized) is 0.546. The MHC is HLA-DQA10501-DQB10303 with pseudo-sequence HLA-DQA10501-DQB10303. The peptide sequence is NGPMAVSMTGVMRGN. (4) The peptide sequence is HCNEMSWIQSIPFVH. The MHC is DRB1_0701 with pseudo-sequence DRB1_0701. The binding affinity (normalized) is 0.604. (5) The peptide sequence is TGRGKPGIYRFVAPGERPSG. The MHC is DRB1_0404 with pseudo-sequence DRB1_0404. The binding affinity (normalized) is 0.366. (6) The peptide sequence is FETIVVTVDSLPEFK. The MHC is HLA-DQA10301-DQB10301 with pseudo-sequence HLA-DQA10301-DQB10301. The binding affinity (normalized) is 0.